Dataset: Reaction yield outcomes from USPTO patents with 853,638 reactions. Task: Predict the reaction yield, written as a fraction of the theoretical maximum amount of product (1.0 means a 100% yield; for example, 0.34 means a 34% yield). (1) The reactants are [C:1]([OH:10])(=O)[C:2]1[C:3](=[CH:5][CH:6]=[CH:7][CH:8]=1)[OH:4].C(Cl)(=O)C(Cl)=O.[C:17]([N:24]1[C:32]2[C:27](=[CH:28][CH:29]=[C:30]([NH2:33])[CH:31]=2)[CH:26]=[N:25]1)([O:19][C:20]([CH3:23])([CH3:22])[CH3:21])=[O:18].C(N(CC)CC)C. The catalyst is CN(C=O)C.ClCCl. The product is [C:17]([N:24]1[C:32]2[C:27](=[CH:28][CH:29]=[C:30]([NH:33][C:1](=[O:10])[C:2]3[CH:8]=[CH:7][CH:6]=[CH:5][C:3]=3[OH:4])[CH:31]=2)[CH:26]=[N:25]1)([O:19][C:20]([CH3:23])([CH3:22])[CH3:21])=[O:18]. The yield is 0.170. (2) The reactants are CN(C(ON1N=NC2C=CC=CC1=2)=[N+](C)C)C.F[P-](F)(F)(F)(F)F.[CH3:25][C:26]1[N:34]([C:35]([C:37]2[CH:38]=[CH:39][C:40]([Cl:43])=[CH:41][CH:42]=2)=[O:36])[C:33]2[CH:32]=[CH:31][C:30]([O:44][CH3:45])=[CH:29][C:28]=2[C:27]=1[CH2:46][C:47]([OH:49])=[O:48].O[C:51]1[CH:71]=[CH:70][C:54]([C:55]([O:57][CH:58]2[CH2:63][O:62][CH:61]([C:64]3[CH:69]=[CH:68][CH:67]=[CH:66][CH:65]=3)[O:60][CH2:59]2)=[O:56])=[CH:53][CH:52]=1.C(N(CC)CC)C. The catalyst is C(Cl)Cl. The product is [Cl:43][C:40]1[CH:39]=[CH:38][C:37]([C:35]([N:34]2[C:33]3[C:28](=[CH:29][C:30]([O:44][CH3:45])=[CH:31][CH:32]=3)[C:27]([CH2:46][C:47]([O:49][C:51]3[CH:71]=[CH:70][C:54]([C:55]([O:57][CH:58]4[CH2:63][O:62][CH:61]([C:64]5[CH:69]=[CH:68][CH:67]=[CH:66][CH:65]=5)[O:60][CH2:59]4)=[O:56])=[CH:53][CH:52]=3)=[O:48])=[C:26]2[CH3:25])=[O:36])=[CH:42][CH:41]=1. The yield is 0.520. (3) The reactants are F.F.F.C(N(CC)CC)C.C(N(CC)CC)C.[Si]([O:35][CH2:36][C@H:37]1[O:41][C@@H:40]([N:42]2[CH:49]=[C:48]([CH3:50])[C:46](=[O:47])[NH:45][C:43]2=[O:44])[C@H:39]([O:51][CH2:52][CH2:53][O:54][N:55]([CH3:57])[CH3:56])[C@@H:38]1[OH:58])(C(C)(C)C)(C1C=CC=CC=1)C1C=CC=CC=1.CO. The catalyst is C1COCC1.C(Cl)Cl. The product is [CH3:56][N:55]([CH3:57])[O:54][CH2:53][CH2:52][O:51][C@@H:39]1[C@H:38]([OH:58])[C@@H:37]([CH2:36][OH:35])[O:41][C@H:40]1[N:42]1[CH:49]=[C:48]([CH3:50])[C:46](=[O:47])[NH:45][C:43]1=[O:44]. The yield is 0.925. (4) The yield is 0.670. The catalyst is C1(C)C=CC=CC=1.O1CCCC1.O1CCCC1. The reactants are [CH3:1][Mg]Br.[C:4]([O:8][C:9]([N:11]1[CH2:16][CH2:15][C:14]([C:24](=[O:26])[CH3:25])([C:17]2[CH:22]=[CH:21][C:20]([Cl:23])=[CH:19][CH:18]=2)[CH2:13][CH2:12]1)=[O:10])([CH3:7])([CH3:6])[CH3:5]. The product is [C:4]([O:8][C:9]([N:11]1[CH2:16][CH2:15][C:14]([C:17]2[CH:18]=[CH:19][C:20]([Cl:23])=[CH:21][CH:22]=2)([C:24]([OH:26])([CH3:1])[CH3:25])[CH2:13][CH2:12]1)=[O:10])([CH3:7])([CH3:5])[CH3:6]. (5) The reactants are [C:1]([C:5]1[CH:9]=[C:8]([NH:10][C:11]([NH:13][CH2:14][C:15]2[CH:20]=[C:19]([F:21])[CH:18]=[CH:17][C:16]=2[O:22][C:23]2[CH:24]=[C:25]3[C:29](=[CH:30][CH:31]=2)[N:28]([CH2:32][CH:33](OC)[O:34]C)[N:27]=[CH:26]3)=[O:12])[N:7]([C:38]2[CH:43]=[CH:42][C:41]([CH3:44])=[CH:40][CH:39]=2)[N:6]=1)([CH3:4])([CH3:3])[CH3:2].I[Si](C)(C)C. The catalyst is ClCCl. The product is [C:1]([C:5]1[CH:9]=[C:8]([NH:10][C:11]([NH:13][CH2:14][C:15]2[CH:20]=[C:19]([F:21])[CH:18]=[CH:17][C:16]=2[O:22][C:23]2[CH:24]=[C:25]3[C:29](=[CH:30][CH:31]=2)[N:28]([CH2:32][CH:33]=[O:34])[N:27]=[CH:26]3)=[O:12])[N:7]([C:38]2[CH:43]=[CH:42][C:41]([CH3:44])=[CH:40][CH:39]=2)[N:6]=1)([CH3:4])([CH3:3])[CH3:2]. The yield is 1.00. (6) The reactants are FC(F)O[C:4]1[CH:9]=[CH:8][C:7]([CH:10]([C:12]2([C:18]3[CH:23]=[CH:22][CH:21]=[C:20]([C:24]([F:27])([F:26])[F:25])[CH:19]=3)SCCCS2)[OH:11])=[CH:6][C:5]=1[CH3:28].[F:30][C:31](F)([F:49])C(OC1C(OC(=O)C(F)(F)F)=C(I)C=CC=1)=O.CC[O:53]C(C)=O.CCCCCC.CCOC(C)=O.[OH2:69]. The catalyst is C(#N)C. The product is [F:30][CH:31]([F:49])[O:69][C:21]1[CH:22]=[CH:23][C:18]([CH:12]([OH:53])[C:10]([C:7]2[CH:8]=[CH:9][CH:4]=[C:5]([CH3:28])[CH:6]=2)=[O:11])=[CH:19][C:20]=1[C:24]([F:27])([F:26])[F:25]. The yield is 0.320.